From a dataset of Cav3 T-type calcium channel HTS with 100,875 compounds. Binary Classification. Given a drug SMILES string, predict its activity (active/inactive) in a high-throughput screening assay against a specified biological target. (1) The compound is s1c2n(nc1c1sccc1)c(nn2)c1cc(OC)c(OC)c(OC)c1. The result is 0 (inactive). (2) The molecule is Brc1ccc(C(=O)NCCCCCC(O)=O)cc1. The result is 0 (inactive). (3) The molecule is S(=O)(=O)(N(CC(=O)N1CCN(CC1)c1ccc(F)cc1)C)c1cc(OC)c(OC)cc1. The result is 0 (inactive). (4) The molecule is s1c(C(N2CCN(CC2)C(=O)c2occc2)c2n(nnn2)C2CCCCC2)ccc1. The result is 0 (inactive).